From a dataset of Full USPTO retrosynthesis dataset with 1.9M reactions from patents (1976-2016). Predict the reactants needed to synthesize the given product. (1) Given the product [C:4](=[O:5])([O-:7])[O-:6].[Ca+2:2].[O-2:1].[Ca+2:2].[C:4](=[O:6])=[O:5], predict the reactants needed to synthesize it. The reactants are: [OH-:1].[Ca+2:2].[OH-].[C:4](=[O:7])([O-:6])[O-:5].[Ca+2]. (2) Given the product [Cl:12][C:10]1[CH:9]=[C:8]([CH3:13])[C:7]2[O:14][CH:2]([C:15]3[CH:20]=[CH:19][CH:18]=[CH:17][CH:16]=3)[C:3](=[O:4])[NH:5][C:6]=2[CH:11]=1, predict the reactants needed to synthesize it. The reactants are: Cl[CH:2]([C:15]1[CH:20]=[CH:19][CH:18]=[CH:17][CH:16]=1)[C:3]([NH:5][C:6]1[CH:11]=[C:10]([Cl:12])[CH:9]=[C:8]([CH3:13])[C:7]=1[OH:14])=[O:4].C(=O)([O-])[O-].[K+].[K+].O.Cl. (3) Given the product [NH2:27][C:8]1[N:7]=[C:6]([O:5][CH2:1][CH2:2][CH2:3][CH3:4])[N:14]=[C:13]2[C:9]=1[NH:10][C:11](=[O:25])[N:12]2[CH2:15][CH2:16][CH2:17][CH2:18][CH:19]1[CH2:24][CH2:23][CH2:22][N:21]([CH2:29][CH2:30][CH2:31][CH3:32])[CH2:20]1, predict the reactants needed to synthesize it. The reactants are: [CH2:1]([O:5][C:6]1[N:14]=[C:13]2[C:9]([N:10]=[C:11]([O:25]C)[N:12]2[CH2:15][CH2:16][CH2:17][CH2:18][CH:19]2[CH2:24][CH2:23][CH2:22][NH:21][CH2:20]2)=[C:8]([NH2:27])[N:7]=1)[CH2:2][CH2:3][CH3:4].I[CH2:29][CH2:30][CH2:31][CH3:32].